The task is: Regression. Given a peptide amino acid sequence and an MHC pseudo amino acid sequence, predict their binding affinity value. This is MHC class I binding data.. This data is from Peptide-MHC class I binding affinity with 185,985 pairs from IEDB/IMGT. (1) The peptide sequence is KQWSWFSLL. The MHC is HLA-A01:01 with pseudo-sequence HLA-A01:01. The binding affinity (normalized) is 0.0847. (2) The peptide sequence is LECFVRSSP. The MHC is H-2-Db with pseudo-sequence H-2-Db. The binding affinity (normalized) is 0. (3) The peptide sequence is YMKFFGNFK. The MHC is HLA-A03:01 with pseudo-sequence HLA-A03:01. The binding affinity (normalized) is 0.872.